This data is from Full USPTO retrosynthesis dataset with 1.9M reactions from patents (1976-2016). The task is: Predict the reactants needed to synthesize the given product. (1) Given the product [C:1]([O:5][C:6](=[O:29])[NH:7][C@@H:8]([CH2:21][C:22]1[CH:27]=[CH:26][CH:25]=[C:24]([O:28][CH2:36][CH:35]=[CH2:34])[CH:23]=1)[C@@H:9]([OH:20])[CH2:10][C@H:11]([C:13](=[O:19])[NH:14][CH2:15][CH2:16][CH2:17][CH3:18])[CH3:12])([CH3:3])([CH3:4])[CH3:2], predict the reactants needed to synthesize it. The reactants are: [C:1]([O:5][C:6](=[O:29])[NH:7][C@@H:8]([CH2:21][C:22]1[CH:27]=[CH:26][CH:25]=[C:24]([OH:28])[CH:23]=1)[C@@H:9]([OH:20])[CH2:10][C@H:11]([C:13](=[O:19])[NH:14][CH2:15][CH2:16][CH2:17][CH3:18])[CH3:12])([CH3:4])([CH3:3])[CH3:2].O.[I-].[K+].Br[CH2:34][CH:35]=[CH2:36]. (2) The reactants are: [F:1][C:2]1[CH:3]=[C:4]([CH2:8][C:9]#[N:10])[CH:5]=[CH:6][CH:7]=1.Cl[CH2:12][CH2:13][N:14]([CH2:22][CH2:23]Cl)[C:15](=[O:21])[O:16][C:17]([CH3:20])([CH3:19])[CH3:18].[H-].[Na+]. Given the product [C:9]([C:8]1([C:4]2[CH:5]=[CH:6][CH:7]=[C:2]([F:1])[CH:3]=2)[CH2:23][CH2:22][N:14]([C:15]([O:16][C:17]([CH3:19])([CH3:18])[CH3:20])=[O:21])[CH2:13][CH2:12]1)#[N:10], predict the reactants needed to synthesize it.